Dataset: Forward reaction prediction with 1.9M reactions from USPTO patents (1976-2016). Task: Predict the product of the given reaction. (1) Given the reactants [NH2:1][C:2]1[N:6]([C:7]([O:9][C:10]([CH3:13])([CH3:12])[CH3:11])=[O:8])[N:5]=[C:4]([C:14]2[CH:19]=[CH:18][C:17](O)=[CH:16][CH:15]=2)[C:3]=1[C:21]#[N:22].C([O:30]C1C=C(C=CC=1)C(O)=O)C1C=CC=CC=1, predict the reaction product. The product is: [NH2:1][C:2]1[N:6]([C:7]([O:9][C:10]([CH3:13])([CH3:12])[CH3:11])=[O:8])[N:5]=[C:4]([C:14]2[CH:19]=[CH:18][CH:17]=[C:16]([OH:30])[CH:15]=2)[C:3]=1[C:21]#[N:22]. (2) Given the reactants C(Cl)(=O)C([Cl:4])=O.[CH3:7][NH:8][C:9]([C:11]12[CH2:18][CH2:17][C:14]([CH2:19][CH2:20][CH2:21][CH2:22][CH3:23])([CH2:15][CH2:16]1)[CH2:13][CH2:12]2)=O, predict the reaction product. The product is: [CH3:7][N:8]=[C:9]([Cl:4])[C:11]12[CH2:18][CH2:17][C:14]([CH2:19][CH2:20][CH2:21][CH2:22][CH3:23])([CH2:15][CH2:16]1)[CH2:13][CH2:12]2. (3) Given the reactants [C:1]([O:5][N:6]=[C:7]1[C:16]2[C:11](=[CH:12][C:13](Br)=[CH:14][CH:15]=2)[O:10][C:9]([C:18]2[N:19]=[CH:20][C:21]3[C:26]([CH:27]=2)=[CH:25][CH:24]=[CH:23][CH:22]=3)=[CH:8]1)([CH3:4])([CH3:3])[CH3:2].C1(P(C2C=CC=CC=2)C2C=CC=CC=2)C=CC=CC=1.C(N(CC)CC)C.[C:54]([C:56]1[CH:61]=[CH:60][CH:59]=[CH:58][N:57]=1)#[CH:55].[Na], predict the reaction product. The product is: [C:1]([O:5][N:6]=[C:7]1[C:16]2[C:11](=[CH:12][C:13]([C:55]#[C:54][C:56]3[CH:61]=[CH:60][CH:59]=[CH:58][N:57]=3)=[CH:14][CH:15]=2)[O:10][C:9]([C:18]2[N:19]=[CH:20][C:21]3[C:26]([CH:27]=2)=[CH:25][CH:24]=[CH:23][CH:22]=3)=[CH:8]1)([CH3:4])([CH3:3])[CH3:2]. (4) Given the reactants [F:1][C:2]1[C:3]([O:20][CH3:21])=[C:4]([CH:8]([CH2:18][CH3:19])[CH2:9][C:10]([OH:17])([C:13]([F:16])([F:15])[F:14])[CH:11]=O)[CH:5]=[CH:6][CH:7]=1.[NH2:22][C:23]1[CH:32]=[CH:31][C:30]([F:33])=[C:29]2[C:24]=1[CH:25]=[CH:26][C:27](=[O:34])[NH:28]2, predict the reaction product. The product is: [F:33][C:30]1[CH:31]=[CH:32][C:23]([N:22]=[CH:11][C:10]([OH:17])([C:13]([F:14])([F:15])[F:16])[CH2:9][CH:8]([C:4]2[CH:5]=[CH:6][CH:7]=[C:2]([F:1])[C:3]=2[O:20][CH3:21])[CH2:18][CH3:19])=[C:24]2[C:29]=1[NH:28][C:27](=[O:34])[CH:26]=[CH:25]2.